The task is: Predict the reactants needed to synthesize the given product.. This data is from Full USPTO retrosynthesis dataset with 1.9M reactions from patents (1976-2016). (1) Given the product [CH3:32][N:33]([CH2:34][CH2:35][CH2:36][NH:37][C:29]([C:26]1[CH:25]=[CH:24][C:23]([C:12]2[CH:13]=[C:14]([C:17]3[O:18][C:19]([CH3:22])=[N:20][N:21]=3)[CH:15]=[CH:16][C:11]=2[CH3:10])=[CH:28][CH:27]=1)=[O:31])[CH3:38], predict the reactants needed to synthesize it. The reactants are: CCN(C(C)C)C(C)C.[CH3:10][C:11]1[CH:16]=[CH:15][C:14]([C:17]2[O:18][C:19]([CH3:22])=[N:20][N:21]=2)=[CH:13][C:12]=1[C:23]1[CH:28]=[CH:27][C:26]([C:29]([OH:31])=O)=[CH:25][CH:24]=1.[CH3:32][N:33]([CH3:38])[CH2:34][CH2:35][CH2:36][NH2:37].CN(C(ON1N=NC2C=CC=CC1=2)=[N+](C)C)C.F[P-](F)(F)(F)(F)F.C1C=CC2N(O)N=NC=2C=1. (2) Given the product [Cl:1][C:2]1[CH:3]=[CH:4][C:5]([C:8]2[CH2:13][CH2:12][C:11]([F:15])([F:14])[CH2:10][C:9]=2[CH2:16][N:17]2[CH2:22][CH2:21][N:20]([C:23]3[CH:32]=[CH:31][C:26]([C:27]([OH:29])=[O:28])=[C:25]([O:33][C:34]4[CH:42]=[CH:41][CH:40]=[C:39]5[C:35]=4[CH:36]=[N:37][N:38]5[C:43]([C:44]4[CH:45]=[CH:46][CH:47]=[CH:48][CH:49]=4)([C:50]4[CH:51]=[CH:52][CH:53]=[CH:54][CH:55]=4)[C:56]4[CH:57]=[CH:58][CH:59]=[CH:60][CH:61]=4)[CH:24]=3)[CH2:19][CH2:18]2)=[CH:6][CH:7]=1, predict the reactants needed to synthesize it. The reactants are: [Cl:1][C:2]1[CH:7]=[CH:6][C:5]([C:8]2[CH2:13][CH2:12][C:11]([F:15])([F:14])[CH2:10][C:9]=2[CH2:16][N:17]2[CH2:22][CH2:21][N:20]([C:23]3[CH:32]=[CH:31][C:26]([C:27]([O:29]C)=[O:28])=[C:25]([O:33][C:34]4[CH:42]=[CH:41][CH:40]=[C:39]5[C:35]=4[CH:36]=[N:37][N:38]5[C:43]([C:56]4[CH:61]=[CH:60][CH:59]=[CH:58][CH:57]=4)([C:50]4[CH:55]=[CH:54][CH:53]=[CH:52][CH:51]=4)[C:44]4[CH:49]=[CH:48][CH:47]=[CH:46][CH:45]=4)[CH:24]=3)[CH2:19][CH2:18]2)=[CH:4][CH:3]=1.[OH-].[Li+]. (3) Given the product [C:1]([O:5][C:6](=[O:38])[NH:7][CH2:8][CH:9]=[CH:10][C:11]1[CH:12]=[C:13]2[C:18](=[CH:19][CH:20]=1)[N:17]=[CH:16][N:15]=[C:14]2[NH:21][C:22]1[CH:27]=[CH:26][C:25]([O:28][CH2:29][C:30]2[CH:35]=[CH:34][CH:33]=[C:32]([F:36])[CH:31]=2)=[C:24]([Cl:37])[CH:23]=1)([CH3:4])([CH3:2])[CH3:3], predict the reactants needed to synthesize it. The reactants are: [C:1]([O:5][C:6](=[O:38])[NH:7][CH2:8][C:9]#[C:10][C:11]1[CH:12]=[C:13]2[C:18](=[CH:19][CH:20]=1)[N:17]=[CH:16][N:15]=[C:14]2[NH:21][C:22]1[CH:27]=[CH:26][C:25]([O:28][CH2:29][C:30]2[CH:35]=[CH:34][CH:33]=[C:32]([F:36])[CH:31]=2)=[C:24]([Cl:37])[CH:23]=1)([CH3:4])([CH3:3])[CH3:2].COCCO[AlH2-]OCCOC.[Na+].